Dataset: Full USPTO retrosynthesis dataset with 1.9M reactions from patents (1976-2016). Task: Predict the reactants needed to synthesize the given product. (1) Given the product [O:1]1[C:5]2([CH2:10][CH2:9][C:8]([C:26]3[C:21]([O:20][CH3:19])=[N:22][CH:23]=[CH:24][CH:25]=3)=[CH:7][CH2:6]2)[O:4][CH2:3][CH2:2]1, predict the reactants needed to synthesize it. The reactants are: [O:1]1[C:5]2([CH2:10][CH2:9][C:8](OS(C(F)(F)F)(=O)=O)=[CH:7][CH2:6]2)[O:4][CH2:3][CH2:2]1.[CH3:19][O:20][C:21]1[C:26](B(O)O)=[CH:25][CH:24]=[CH:23][N:22]=1.C(=O)([O-])[O-].[Na+].[Na+]. (2) Given the product [CH3:1][O:2][C:3](=[O:15])[C@H:4]([CH2:13][O:14][CH2:21][CH:16]=[CH2:17])[NH:5][C:6]([O:8][C:9]([CH3:12])([CH3:10])[CH3:11])=[O:7], predict the reactants needed to synthesize it. The reactants are: [CH3:1][O:2][C:3](=[O:15])[C@H:4]([CH2:13][OH:14])[NH:5][C:6]([O:8][C:9]([CH3:12])([CH3:11])[CH3:10])=[O:7].[C:16]1(P(C2C=CC=CC=2)C2C=CC=CC=2)[CH:21]=CC=C[CH:17]=1.C(=O)(OCC)OCC=C. (3) The reactants are: CN(OC)[C:3]([C:5]1[S:6][C:7]2[CH:13]=[C:12]([C:14]([F:17])([F:16])[F:15])[CH:11]=[CH:10][C:8]=2[CH:9]=1)=[O:4].[CH2:20]([Mg]Cl)[CH2:21][CH2:22][CH3:23]. Given the product [F:15][C:14]([F:17])([F:16])[C:12]1[CH:11]=[CH:10][C:8]2[CH:9]=[C:5]([C:3](=[O:4])[CH2:20][CH2:21][CH2:22][CH3:23])[S:6][C:7]=2[CH:13]=1, predict the reactants needed to synthesize it. (4) Given the product [CH:5]([O:8][C@H:13](/[CH:14]=[CH:15]/[CH2:16][CH2:17][CH2:18][CH2:19][CH2:20][CH2:21][CH2:22][CH2:23][CH2:24][CH2:25][CH2:26][CH2:27][CH3:28])[C@@H:12]([NH2:7])[CH2:11][OH:10])=[O:6], predict the reactants needed to synthesize it. The reactants are: C(Cl)(Cl)Cl.[CH3:5][OH:6].[NH4+:7].[OH-:8].C[OH:10].[CH2:11]([N+]([O-])=O)[CH2:12][CH2:13][CH2:14][CH2:15][CH2:16][CH2:17][CH2:18][CH2:19][CH2:20][CH2:21][CH2:22][CH2:23][CH2:24][CH2:25][CH2:26][CH2:27][CH2:28]C. (5) Given the product [Cl:10][C:11]1[CH:16]=[CH:15][C:14]([O:17][CH2:8][CH3:9])=[CH:13][C:12]=1[I:18], predict the reactants needed to synthesize it. The reactants are: C([O-])([O-])=O.[K+].[K+].I[CH2:8][CH3:9].[Cl:10][C:11]1[CH:16]=[CH:15][C:14]([OH:17])=[CH:13][C:12]=1[I:18]. (6) The reactants are: [CH3:1][N:2]1[C:10](=[O:11])[C:9]2[NH:8][CH:7]=[N:6][C:5]=2[N:4]([CH2:12][O:13][C:14](=[O:19])[C:15]([CH3:18])([CH3:17])[CH3:16])[C:3]1=[O:20].C(=O)([O-])[O-].[K+].[K+].[CH2:27](Br)[C:28]#[C:29][CH3:30]. Given the product [CH2:27]([N:8]1[C:9]2[C:10](=[O:11])[N:2]([CH3:1])[C:3](=[O:20])[N:4]([CH2:12][O:13][C:14](=[O:19])[C:15]([CH3:16])([CH3:17])[CH3:18])[C:5]=2[N:6]=[CH:7]1)[C:28]#[C:29][CH3:30], predict the reactants needed to synthesize it. (7) Given the product [Cl:1][C:2]1[CH:7]=[CH:6][C:5]([C@@:8]2([OH:16])[CH2:13][CH2:12][N:11]([C:29]([C@H:26]3[CH2:27][CH2:28][C@H:25]3[NH:24][C:22](=[O:23])[O:21][C:17]([CH3:19])([CH3:18])[CH3:20])=[O:30])[CH2:10][C:9]2([CH3:14])[CH3:15])=[CH:4][CH:3]=1, predict the reactants needed to synthesize it. The reactants are: [Cl:1][C:2]1[CH:7]=[CH:6][C:5]([C@@:8]2([OH:16])[CH2:13][CH2:12][NH:11][CH2:10][C:9]2([CH3:15])[CH3:14])=[CH:4][CH:3]=1.[C:17]([O:21][C:22]([NH:24][C@H:25]1[CH2:28][CH2:27][C@H:26]1[C:29](O)=[O:30])=[O:23])([CH3:20])([CH3:19])[CH3:18].C(N(CC)CC)C.F[P-](F)(F)(F)(F)F.N1(O[P+](N(C)C)(N(C)C)N(C)C)C2C=CC=CC=2N=N1.